Dataset: Full USPTO retrosynthesis dataset with 1.9M reactions from patents (1976-2016). Task: Predict the reactants needed to synthesize the given product. (1) Given the product [F:1][C:2]1[CH:7]=[CH:6][CH:5]=[CH:4][C:3]=1[C:8]1[CH:9]=[C:10]2[C:15](=[CH:16][CH:17]=1)[N:14]=[CH:13][CH:12]=[C:11]2[S:18][C:19]1([C:23]([OH:25])=[O:24])[CH2:20][CH2:21][CH2:22]1, predict the reactants needed to synthesize it. The reactants are: [F:1][C:2]1[CH:7]=[CH:6][CH:5]=[CH:4][C:3]=1[C:8]1[CH:9]=[C:10]2[C:15](=[CH:16][CH:17]=1)[N:14]=[CH:13][CH:12]=[C:11]2[S:18][C:19]1([C:23]([O:25]CC)=[O:24])[CH2:22][CH2:21][CH2:20]1.[OH-].[Na+].Cl.ClCCl. (2) Given the product [C:1]([O:5][C:6]([NH:7][CH:8]([C:9]1[CH:10]=[CH:11][CH:12]=[CH:13][CH:14]=1)[C:24]1[CH:29]=[CH:28][C:27]([PH:38](=[O:39])[OH:40])=[CH:26][CH:25]=1)=[O:22])([CH3:2])([CH3:3])[CH3:4], predict the reactants needed to synthesize it. The reactants are: [C:1]([O:5][C:6](=[O:22])[N:7](C1C=CC(Br)=CC=1)[CH2:8][C:9]1[CH:14]=[CH:13][CH:12]=[CH:11][CH:10]=1)([CH3:4])([CH3:3])[CH3:2].Br[C:24]1[CH:29]=[CH:28][C:27](C([C:24]2[CH:29]=[CH:28][CH:27]=[CH:26][CH:25]=2)N)=[CH:26][CH:25]=1.[PH2:38]([O-:40])=[O:39].[NH3+]C1C=CC=CC=1.CCN(CC)CC.